From a dataset of Forward reaction prediction with 1.9M reactions from USPTO patents (1976-2016). Predict the product of the given reaction. Given the reactants Cl[C:2]1[N:3]=[C:4]([N:19]2[CH2:24][CH2:23][O:22][CH2:21][CH2:20]2)[C:5]2[S:10][C:9]([CH2:11][N:12]3[CH2:17][CH2:16][N:15]([CH3:18])[CH2:14][CH2:13]3)=[CH:8][C:6]=2[N:7]=1.[Cl:25][C:26]1[CH:31]=[CH:30][C:29](B2OC(C)(C)C(C)(C)O2)=[CH:28][C:27]=1[O:41][CH2:42][C:43]1[CH:48]=[CH:47][C:46]([O:49][CH3:50])=[CH:45][CH:44]=1, predict the reaction product. The product is: [Cl:25][C:26]1[CH:31]=[CH:30][C:29]([C:2]2[N:3]=[C:4]([N:19]3[CH2:20][CH2:21][O:22][CH2:23][CH2:24]3)[C:5]3[S:10][C:9]([CH2:11][N:12]4[CH2:17][CH2:16][N:15]([CH3:18])[CH2:14][CH2:13]4)=[CH:8][C:6]=3[N:7]=2)=[CH:28][C:27]=1[O:41][CH2:42][C:43]1[CH:44]=[CH:45][C:46]([O:49][CH3:50])=[CH:47][CH:48]=1.